From a dataset of HIV replication inhibition screening data with 41,000+ compounds from the AIDS Antiviral Screen. Binary Classification. Given a drug SMILES string, predict its activity (active/inactive) in a high-throughput screening assay against a specified biological target. (1) The compound is CC1(CI)OC(=O)N2CCCC21. The result is 0 (inactive). (2) The drug is CN1C(=O)C2CCCC(=O)N2c2cccnc21. The result is 0 (inactive).